Dataset: NCI-60 drug combinations with 297,098 pairs across 59 cell lines. Task: Regression. Given two drug SMILES strings and cell line genomic features, predict the synergy score measuring deviation from expected non-interaction effect. (1) Drug 1: C1=CC(=CC=C1C#N)C(C2=CC=C(C=C2)C#N)N3C=NC=N3. Drug 2: CS(=O)(=O)CCNCC1=CC=C(O1)C2=CC3=C(C=C2)N=CN=C3NC4=CC(=C(C=C4)OCC5=CC(=CC=C5)F)Cl. Cell line: OVCAR-5. Synergy scores: CSS=0.422, Synergy_ZIP=-0.807, Synergy_Bliss=-0.337, Synergy_Loewe=-6.20, Synergy_HSA=-5.29. (2) Drug 1: CC12CCC3C(C1CCC2O)C(CC4=C3C=CC(=C4)O)CCCCCCCCCS(=O)CCCC(C(F)(F)F)(F)F. Drug 2: C(CC(=O)O)C(=O)CN.Cl. Cell line: SR. Synergy scores: CSS=6.08, Synergy_ZIP=-0.625, Synergy_Bliss=1.07, Synergy_Loewe=4.15, Synergy_HSA=1.43. (3) Drug 1: CC(CN1CC(=O)NC(=O)C1)N2CC(=O)NC(=O)C2. Drug 2: CN(C)C1=NC(=NC(=N1)N(C)C)N(C)C. Cell line: SK-MEL-28. Synergy scores: CSS=9.45, Synergy_ZIP=-1.92, Synergy_Bliss=5.88, Synergy_Loewe=-4.12, Synergy_HSA=1.65. (4) Drug 1: C1=NC2=C(N1)C(=S)N=CN2. Drug 2: CC1C(C(CC(O1)OC2CC(CC3=C2C(=C4C(=C3O)C(=O)C5=C(C4=O)C(=CC=C5)OC)O)(C(=O)CO)O)N)O.Cl. Cell line: UO-31. Synergy scores: CSS=60.2, Synergy_ZIP=-7.20, Synergy_Bliss=-3.85, Synergy_Loewe=-0.790, Synergy_HSA=1.02. (5) Cell line: TK-10. Drug 2: CC(C)(C#N)C1=CC(=CC(=C1)CN2C=NC=N2)C(C)(C)C#N. Synergy scores: CSS=12.2, Synergy_ZIP=0.755, Synergy_Bliss=7.65, Synergy_Loewe=1.76, Synergy_HSA=3.51. Drug 1: CC1=C(C(=CC=C1)Cl)NC(=O)C2=CN=C(S2)NC3=CC(=NC(=N3)C)N4CCN(CC4)CCO. (6) Drug 1: C1=CC(=C2C(=C1NCCNCCO)C(=O)C3=C(C=CC(=C3C2=O)O)O)NCCNCCO. Drug 2: C(CN)CNCCSP(=O)(O)O. Cell line: OVCAR-5. Synergy scores: CSS=38.6, Synergy_ZIP=-1.17, Synergy_Bliss=5.33, Synergy_Loewe=-67.7, Synergy_HSA=3.35. (7) Drug 1: CC(C1=C(C=CC(=C1Cl)F)Cl)OC2=C(N=CC(=C2)C3=CN(N=C3)C4CCNCC4)N. Drug 2: CS(=O)(=O)OCCCCOS(=O)(=O)C. Cell line: 786-0. Synergy scores: CSS=4.39, Synergy_ZIP=-4.93, Synergy_Bliss=-2.69, Synergy_Loewe=-2.68, Synergy_HSA=-2.44.